Dataset: Forward reaction prediction with 1.9M reactions from USPTO patents (1976-2016). Task: Predict the product of the given reaction. (1) Given the reactants [F:1][C:2]1([F:24])[CH2:5][C:4]2([CH2:9][C@@H:8]([C:10]([OH:12])=[O:11])[N:7]([C:13](=[O:23])[C@H:14]([CH:20]([CH3:22])[CH3:21])[NH:15][C:16]([O:18][CH3:19])=[O:17])[CH2:6]2)[CH2:3]1.[CH3:25][O:26][C:27]([NH:29][C@H:30]([C:34]([N:36]1[CH2:62][CH2:61][CH2:60][C@H:37]1[C:38]([O:40][CH2:41][C:42]([C:44]1[CH:49]=[CH:48][C:47]([C:50]2[CH:55]=[CH:54][C:53]([C:56](=[O:59])[CH2:57]Br)=[CH:52][CH:51]=2)=[CH:46][CH:45]=1)=[O:43])=[O:39])=[O:35])[CH:31]([CH3:33])[CH3:32])=[O:28], predict the reaction product. The product is: [F:24][C:2]1([F:1])[CH2:5][C:4]2([CH2:9][C@@H:8]([C:10]([O:12][CH2:57][C:56]([C:53]3[CH:54]=[CH:55][C:50]([C:47]4[CH:46]=[CH:45][C:44]([C:42](=[O:43])[CH2:41][O:40][C:38]([C@@H:37]5[CH2:60][CH2:61][CH2:62][N:36]5[C:34](=[O:35])[C@@H:30]([NH:29][C:27]([O:26][CH3:25])=[O:28])[CH:31]([CH3:33])[CH3:32])=[O:39])=[CH:49][CH:48]=4)=[CH:51][CH:52]=3)=[O:59])=[O:11])[N:7]([C:13](=[O:23])[C@@H:14]([NH:15][C:16]([O:18][CH3:19])=[O:17])[CH:20]([CH3:21])[CH3:22])[CH2:6]2)[CH2:3]1. (2) The product is: [CH2:1]([C:3]1[N:12]([C:13]2[CH:18]=[CH:17][C:16]([O:19][CH2:20][CH2:21][CH2:22][N:25]3[CH2:30][CH2:29][CH2:28][CH2:27][CH2:26]3)=[CH:15][CH:14]=2)[C:11](=[O:24])[C:10]2[C:5](=[CH:6][CH:7]=[CH:8][CH:9]=2)[N:4]=1)[CH3:2]. Given the reactants [CH2:1]([C:3]1[N:12]([C:13]2[CH:18]=[CH:17][C:16]([O:19][CH2:20][CH2:21][CH2:22]Cl)=[CH:15][CH:14]=2)[C:11](=[O:24])[C:10]2[C:5](=[CH:6][CH:7]=[CH:8][CH:9]=2)[N:4]=1)[CH3:2].[NH:25]1[CH2:30][CH2:29][CH2:28][CH2:27][CH2:26]1.C(=O)([O-])[O-].[K+].[K+].[I-].[K+], predict the reaction product. (3) The product is: [Br-:11].[C:6]([C:5]1[CH:9]=[CH:10][C:2]([CH3:1])=[N+:3]([CH2:12][C:13]([OH:15])=[O:14])[CH:4]=1)(=[O:7])[NH2:8]. Given the reactants [CH3:1][C:2]1[CH:10]=[CH:9][C:5]([C:6]([NH2:8])=[O:7])=[CH:4][N:3]=1.[Br:11][CH2:12][C:13]([OH:15])=[O:14], predict the reaction product. (4) The product is: [Cl:1][C:2]1[C:7]([CH:8]2[CH2:10][CH2:9]2)=[CH:6][C:5]([NH:11][CH2:12][C:13]([OH:15])=[O:14])=[C:4]([OH:18])[CH:3]=1. Given the reactants [Cl:1][C:2]1[C:7]([CH:8]2[CH2:10][CH2:9]2)=[CH:6][C:5]([NH:11][CH2:12][C:13]([O:15]CC)=[O:14])=[C:4]([OH:18])[CH:3]=1.O1CCCC1.O[Li].O.Cl, predict the reaction product. (5) The product is: [Br:1][C:2]1[CH:3]=[CH:4]/[C:5](=[N:9]/[S:10]([C:13]2[CH:14]=[CH:15][C:16]([CH3:19])=[CH:17][CH:18]=2)(=[O:12])=[O:11])/[N:6]([CH2:30][C:31]([NH2:33])=[O:32])[C:7]=1[CH3:8]. Given the reactants [Br:1][C:2]1[CH:3]=[CH:4][C:5]([NH:9][S:10]([C:13]2[CH:18]=[CH:17][C:16]([CH3:19])=[CH:15][CH:14]=2)(=[O:12])=[O:11])=[N:6][C:7]=1[CH3:8].CCN(C(C)C)C(C)C.I[CH2:30][C:31]([NH2:33])=[O:32].O, predict the reaction product. (6) Given the reactants [CH3:1][O:2][C:3]1[CH:10]=[CH:9][C:6]([CH2:7]Cl)=[CH:5][CH:4]=1.[P:11]([O:18]CC)([O:15][CH2:16][CH3:17])[O:12][CH2:13][CH3:14], predict the reaction product. The product is: [CH3:1][O:2][C:3]1[CH:10]=[CH:9][C:6]([CH2:7][P:11](=[O:18])([O:15][CH2:16][CH3:17])[O:12][CH2:13][CH3:14])=[CH:5][CH:4]=1. (7) Given the reactants [CH2:1]([NH2:8])[C:2]1[CH:7]=[CH:6][CH:5]=[CH:4][CH:3]=1.[CH2:9]=[O:10].Cl.[C:12]1(=O)[CH2:16][CH2:15][CH2:14][CH2:13]1.[C:18](O)(C)(C)C, predict the reaction product. The product is: [CH2:1]([N:8]1[CH2:12][CH:16]2[C:9](=[O:10])[CH:13]([CH2:14][CH2:15]2)[CH2:18]1)[C:2]1[CH:7]=[CH:6][CH:5]=[CH:4][CH:3]=1.